From a dataset of Full USPTO retrosynthesis dataset with 1.9M reactions from patents (1976-2016). Predict the reactants needed to synthesize the given product. (1) Given the product [NH2:29][C:11]1[CH:10]=[C:9]([NH:8][C:2](=[O:3])[O:4][CH2:5][CH2:6][CH3:7])[C:14]([S:15](=[O:27])(=[O:28])[NH:16][C:17]2[CH:18]=[CH:19][C:20]3[CH2:24][O:23][B:22]([OH:25])[C:21]=3[CH:26]=2)=[N:13][CH:12]=1, predict the reactants needed to synthesize it. The reactants are: Cl[C:2]([O:4][CH2:5][CH:6]=[CH2:7])=[O:3].[NH2:8][C:9]1[CH:10]=[C:11]([NH:29]C(=O)OCC2C=CC=CC=2)[CH:12]=[N:13][C:14]=1[S:15](=[O:28])(=[O:27])[NH:16][C:17]1[CH:18]=[CH:19][C:20]2[CH2:24][O:23][B:22]([OH:25])[C:21]=2[CH:26]=1. (2) Given the product [OH:22][C:8]1[C:9]([C:13]([N:15]2[CH2:20][CH2:19][N:18]([CH3:21])[CH2:17][CH2:16]2)=[O:14])=[CH:10][CH:11]=[CH:12][C:7]=1[NH:6][C:5]1[C:4](=[O:23])[C:3](=[O:24])[C:2]=1[NH:25][C:26]1[CH:31]=[CH:30][CH:29]=[CH:28][CH:27]=1, predict the reactants needed to synthesize it. The reactants are: Cl[C:2]1[C:3](=[O:24])[C:4](=[O:23])[C:5]=1[NH:6][C:7]1[CH:12]=[CH:11][CH:10]=[C:9]([C:13]([N:15]2[CH2:20][CH2:19][N:18]([CH3:21])[CH2:17][CH2:16]2)=[O:14])[C:8]=1[OH:22].[NH2:25][C:26]1[CH:31]=[CH:30][CH:29]=[CH:28][CH:27]=1.